From a dataset of Reaction yield outcomes from USPTO patents with 853,638 reactions. Predict the reaction yield, written as a fraction of the theoretical maximum amount of product (1.0 means a 100% yield; for example, 0.34 means a 34% yield). (1) The reactants are [CH2:1]([C:8]1[CH:13]=[CH:12][CH:11]=[CH:10][C:9]=1[OH:14])[C:2]1[CH:7]=[CH:6][CH:5]=[CH:4][CH:3]=1.[Br-:15].[Br-].[Br-].C([N+](CCCC)(CCCC)CCCC)CCC.C([N+](CCCC)(CCCC)CCCC)CCC.C([N+](CCCC)(CCCC)CCCC)CCC. The catalyst is C(Cl)(Cl)Cl. The product is [CH2:1]([C:8]1[CH:13]=[C:12]([Br:15])[CH:11]=[CH:10][C:9]=1[OH:14])[C:2]1[CH:3]=[CH:4][CH:5]=[CH:6][CH:7]=1. The yield is 0.940. (2) The product is [C:23]1([S:20]([C:4]([CH:6]2[CH2:18][CH2:17][C:16]3[C:15]4[C:10](=[CH:11][CH:12]=[C:13]([Cl:19])[CH:14]=4)[NH:9][C:8]=3[CH2:7]2)([F:5])[C:3]([NH:31][CH3:30])=[O:29])(=[O:21])=[O:22])[CH:28]=[CH:27][CH:26]=[CH:25][CH:24]=1. The yield is 0.860. The catalyst is CN. The reactants are CO[C:3](=[O:29])[C:4]([S:20]([C:23]1[CH:28]=[CH:27][CH:26]=[CH:25][CH:24]=1)(=[O:22])=[O:21])([CH:6]1[CH2:18][CH2:17][C:16]2[C:15]3[C:10](=[CH:11][CH:12]=[C:13]([Cl:19])[CH:14]=3)[NH:9][C:8]=2[CH2:7]1)[F:5].[C-:30]#[N:31].[Na+]. (3) The reactants are [Br:1][C:2]1[O:13][C:5]2[N:6]=[C:7]([S:11][CH3:12])[NH:8][C:9](=[O:10])[C:4]=2[C:3]=1[C:14]1[CH:19]=[CH:18][CH:17]=[CH:16][CH:15]=1.Br[CH2:21][CH2:22][O:23][CH3:24].[Na+].[I-]. The catalyst is CN(C=O)C.CCOC(C)=O.O. The product is [Br:1][C:2]1[O:13][C:5]2[N:6]=[C:7]([S:11][CH3:12])[N:8]([CH2:21][CH2:22][O:23][CH3:24])[C:9](=[O:10])[C:4]=2[C:3]=1[C:14]1[CH:15]=[CH:16][CH:17]=[CH:18][CH:19]=1. The yield is 0.264. (4) The reactants are [CH:1]1([CH2:7][C:8]2[S:12][C:11]([NH:13][C:14](=[O:25])[C:15]3[CH:20]=[CH:19][C:18]([O:21]C)=[C:17]([O:23]C)[CH:16]=3)=[N:10][C:9]=2[C:26]2[CH:31]=[CH:30][C:29]([O:32]C)=[CH:28][CH:27]=2)[CH2:6][CH2:5][CH2:4][CH2:3][CH2:2]1.B(Br)(Br)Br. No catalyst specified. The product is [CH:1]1([CH2:7][C:8]2[S:12][C:11]([NH:13][C:14](=[O:25])[C:15]3[CH:20]=[CH:19][C:18]([OH:21])=[C:17]([OH:23])[CH:16]=3)=[N:10][C:9]=2[C:26]2[CH:31]=[CH:30][C:29]([OH:32])=[CH:28][CH:27]=2)[CH2:6][CH2:5][CH2:4][CH2:3][CH2:2]1. The yield is 0.605. (5) The reactants are [H-].[Al+3].[Li+].[H-].[H-].[H-].[Cl:7][C:8]1[CH:9]=[CH:10][C:11]([S:16][CH2:17][CH3:18])=[C:12]([CH:15]=1)[C:13]#[N:14].O. The catalyst is C1COCC1. The product is [Cl:7][C:8]1[CH:9]=[CH:10][C:11]([S:16][CH2:17][CH3:18])=[C:12]([CH2:13][NH2:14])[CH:15]=1. The yield is 0.850. (6) The product is [C:1]([O:5][C:6]([NH:8][CH2:9][CH2:10][C:11]([C:17]1[CH:22]=[CH:21][C:20]([Cl:23])=[CH:19][CH:18]=1)([CH3:16])[C:12]([OH:14])=[O:13])=[O:7])([CH3:2])([CH3:3])[CH3:4]. The reactants are [C:1]([O:5][C:6]([NH:8][CH2:9][CH2:10][C:11]([C:17]1[CH:22]=[CH:21][C:20]([Cl:23])=[CH:19][CH:18]=1)([CH3:16])[C:12]([O:14]C)=[O:13])=[O:7])([CH3:4])([CH3:3])[CH3:2].O[Li].O. The yield is 0.990. The catalyst is C1COCC1.O. (7) The reactants are [CH2:1]([C:4]1[NH:8][C:7]([C:9]([O:11][CH2:12][CH3:13])=[O:10])=[N:6][CH:5]=1)[CH2:2][CH3:3].C1C(=O)N([Cl:21])C(=O)C1. No catalyst specified. The product is [Cl:21][C:5]1[N:6]=[C:7]([C:9]([O:11][CH2:12][CH3:13])=[O:10])[NH:8][C:4]=1[CH2:1][CH2:2][CH3:3]. The yield is 0.730.